From a dataset of Reaction yield outcomes from USPTO patents with 853,638 reactions. Predict the reaction yield, written as a fraction of the theoretical maximum amount of product (1.0 means a 100% yield; for example, 0.34 means a 34% yield). (1) The reactants are F[C:2]1[CH:7]=[CH:6][CH:5]=[CH:4][C:3]=1[N+:8]([O-:10])=[O:9].[NH2:11][C:12]1[CH:19]=[CH:18][C:17]([CH3:20])=[CH:16][C:13]=1[C:14]#[N:15].O.[OH-].[Li+]. The catalyst is CS(C)=O. The product is [CH3:20][C:17]1[CH:18]=[CH:19][C:12]([NH:11][C:2]2[CH:7]=[CH:6][CH:5]=[CH:4][C:3]=2[N+:8]([O-:10])=[O:9])=[C:13]([CH:16]=1)[C:14]#[N:15]. The yield is 0.570. (2) The reactants are [ClH:1].[CH2:2]([C:7]1[N:8]=[C:9]([NH2:12])[NH:10][CH:11]=1)[CH2:3][CH2:4][C:5]#[CH:6].[N:13]([CH2:16][C:17]([CH3:25])=[CH:18][C:19]1[CH:24]=[CH:23][CH:22]=[CH:21][CH:20]=1)=[N+:14]=[N-:15]. No catalyst specified. The product is [ClH:1].[CH3:25][C:17](=[CH:18][C:19]1[CH:24]=[CH:23][CH:22]=[CH:21][CH:20]=1)[CH2:16][N:13]1[CH:6]=[C:5]([CH2:4][CH2:3][CH2:2][C:7]2[NH:8][C:9]([NH2:12])=[N:10][CH:11]=2)[N:15]=[N:14]1. The yield is 0.410. (3) The reactants are [CH3:1][N:2]1[CH2:7][CH2:6][N:5]([C:8]2[N:13]3[CH:14]=[C:15]([CH2:17][OH:18])[N:16]=[C:12]3[CH:11]=[CH:10][CH:9]=2)[CH2:4][CH2:3]1. The catalyst is C(Cl)(Cl)Cl.[O-2].[O-2].[Mn+4]. The product is [CH3:1][N:2]1[CH2:7][CH2:6][N:5]([C:8]2[N:13]3[CH:14]=[C:15]([CH:17]=[O:18])[N:16]=[C:12]3[CH:11]=[CH:10][CH:9]=2)[CH2:4][CH2:3]1. The yield is 0.820. (4) The reactants are [CH3:1][O:2][CH2:3][CH2:4][CH2:5][CH2:6][C:7]([O:9]C)=[O:8].[OH-].[K+].O. The catalyst is CO. The product is [CH3:1][O:2][CH2:3][CH2:4][CH2:5][CH2:6][C:7]([OH:9])=[O:8]. The yield is 0.796. (5) The reactants are [NH2:1][C:2](=[N:42][OH:43])[C:3]1[CH:4]=[CH:5][C:6]([CH3:41])=[C:7]([N:9]([CH2:26][C:27]([N:29]([N:31]2[CH2:39][C:38]3[C:33](=[CH:34][CH:35]=[C:36]([F:40])[CH:37]=3)[CH2:32]2)[CH3:30])=[O:28])[CH2:10][C:11]([NH:13][CH2:14][CH2:15][N:16]([C:19]([O:21][C:22]([CH3:25])([CH3:24])[CH3:23])=[O:20])[CH2:17][CH3:18])=[O:12])[CH:8]=1.[F:44][CH:45]([F:54])[C:46](O[C:46](=O)[CH:45]([F:54])[F:44])=O. No catalyst specified. The product is [F:44][CH:45]([F:54])[C:46]1[O:43][N:42]=[C:2]([C:3]2[CH:4]=[CH:5][C:6]([CH3:41])=[C:7]([N:9]([CH2:26][C:27]([N:29]([N:31]3[CH2:39][C:38]4[C:33](=[CH:34][CH:35]=[C:36]([F:40])[CH:37]=4)[CH2:32]3)[CH3:30])=[O:28])[CH2:10][C:11]([NH:13][CH2:14][CH2:15][N:16]([C:19]([O:21][C:22]([CH3:25])([CH3:23])[CH3:24])=[O:20])[CH2:17][CH3:18])=[O:12])[CH:8]=2)[N:1]=1. The yield is 0.720. (6) The reactants are O[CH2:2][C:3]1[CH:12]=[N:11][C:10]2[N:9]3[CH2:13][CH2:14][CH2:15][CH2:16][C@H:8]3[C:7](=[O:17])[NH:6][C:5]=2[CH:4]=1.[I-].C(C[P+](C)(C)C)#N.C(N(C(C)C)C(C)C)C.[N:35]1([C:41]2[CH:51]=[CH:50][C:44]([C:45]([O:47][CH2:48][CH3:49])=[O:46])=[CH:43][N:42]=2)[CH2:40][CH2:39][NH:38][CH2:37][CH2:36]1. The catalyst is C(#N)CC.CCO.O. The product is [O:17]=[C:7]1[NH:6][C:5]2[CH:4]=[C:3]([CH2:2][N:38]3[CH2:39][CH2:40][N:35]([C:41]4[CH:51]=[CH:50][C:44]([C:45]([O:47][CH2:48][CH3:49])=[O:46])=[CH:43][N:42]=4)[CH2:36][CH2:37]3)[CH:12]=[N:11][C:10]=2[N:9]2[CH2:13][CH2:14][CH2:15][CH2:16][C@@H:8]12. The yield is 0.890. (7) The reactants are [Br:1][C:2]1[CH:7]=[CH:6][C:5]([NH:8][C:9]2[N:17]=[C:16](Cl)[CH:15]=[CH:14][C:10]=2[C:11]([OH:13])=[O:12])=[C:4]([F:19])[CH:3]=1.C[Si](C=[N+]=[N-])(C)C.C[OH:28].C1C=CC=CC=1. No catalyst specified. The product is [Br:1][C:2]1[CH:7]=[CH:6][C:5]([NH:8][C:9]2[NH:17][C:16](=[O:28])[CH:15]=[CH:14][C:10]=2[C:11]([OH:13])=[O:12])=[C:4]([F:19])[CH:3]=1. The yield is 0.930.